Predict which catalyst facilitates the given reaction. From a dataset of Catalyst prediction with 721,799 reactions and 888 catalyst types from USPTO. (1) Reactant: [CH3:1][C:2]1[CH:10]=[C:9]([C:11]([F:14])([F:13])[F:12])[CH:8]=[C:7]([C:15]([F:18])([F:17])[F:16])[C:3]=1[C:4](Cl)=[O:5].FC(F)(F)C1C=C(C(F)(F)F)C=CC=1C(OC)=O.COC1C=C(C(F)(F)F)C=C(C(F)(F)F)C=1C(Cl)=O.[NH2:56][CH:57]([C:64]1[CH:69]=[CH:68][CH:67]=[CH:66][CH:65]=1)[C:58]([N:61]([CH3:63])[CH3:62])([CH3:60])[CH3:59].C(N(CC)CC)C. Product: [CH3:62][N:61]([CH3:63])[C:58]([CH3:59])([CH3:60])[CH:57]([NH:56][C:4](=[O:5])[C:3]1[C:7]([C:15]([F:18])([F:17])[F:16])=[CH:8][C:9]([C:11]([F:14])([F:13])[F:12])=[CH:10][C:2]=1[CH3:1])[C:64]1[CH:69]=[CH:68][CH:67]=[CH:66][CH:65]=1. The catalyst class is: 2. (2) Reactant: [N+:1]([C:4]1[CH:10]=[CH:9][C:7]([NH2:8])=[CH:6][CH:5]=1)([O-:3])=[O:2].[Br:11]Br. Product: [Br:11][C:9]1[CH:10]=[C:4]([N+:1]([O-:3])=[O:2])[CH:5]=[CH:6][C:7]=1[NH2:8]. The catalyst class is: 15. (3) Reactant: [CH:1]([NH:4][CH:5]([CH3:7])[CH3:6])(C)C.C([Li])CCC.CCCCCC.[Br:19][C:20]1[CH:28]=[CH:27][C:26]2C(=CN(C)[N:25]=2)[C:21]=1[C:30]([O:32][CH3:33])=[O:31].IC. Product: [Br:19][C:20]1[CH:28]=[CH:27][C:26]2[C:6](=[C:5]([CH3:7])[N:4]([CH3:1])[N:25]=2)[C:21]=1[C:30]([O:32][CH3:33])=[O:31]. The catalyst class is: 627. (4) Reactant: [C:1]([C:5]1[CH:12]=[CH:11][C:8]([CH2:9][NH2:10])=[CH:7][CH:6]=1)([CH3:4])([CH3:3])[CH3:2].[CH3:13][C:14]1[O:18][C:17]([CH:19]([CH3:23])[CH2:20][CH:21]=O)=[CH:16][CH:15]=1.[BH4-].[Na+]. Product: [C:1]([C:5]1[CH:6]=[CH:7][C:8]([CH2:9][NH:10][CH2:21][CH2:20][CH:19]([C:17]2[O:18][C:14]([CH3:13])=[CH:15][CH:16]=2)[CH3:23])=[CH:11][CH:12]=1)([CH3:4])([CH3:2])[CH3:3]. The catalyst class is: 240. (5) Reactant: [O:1]([C:9]1[CH:14]=[CH:13][C:12]([OH:15])=[CH:11][CH:10]=1)[C:2]1[CH:7]=[CH:6][C:5]([OH:8])=[CH:4][CH:3]=1.I[CH:17]([CH3:19])[CH3:18].[OH-].[K+]. Product: [CH:17]([O:8][C:5]1[CH:6]=[CH:7][C:2]([O:1][C:9]2[CH:14]=[CH:13][C:12]([OH:15])=[CH:11][CH:10]=2)=[CH:3][CH:4]=1)([CH3:19])[CH3:18]. The catalyst class is: 40. (6) Reactant: B.O1CCCC1.[C:7]([Si:11]([CH3:31])([CH3:30])[O:12][C:13]1[CH:14]=[C:15]([CH2:19][CH2:20][NH:21][C:22](=O)[CH2:23][CH2:24][CH2:25][CH2:26][CH2:27][CH3:28])[CH:16]=[CH:17][CH:18]=1)([CH3:10])([CH3:9])[CH3:8]. Product: [C:7]([Si:11]([CH3:30])([CH3:31])[O:12][C:13]1[CH:14]=[C:15]([CH2:19][CH2:20][NH:21][CH2:22][CH2:23][CH2:24][CH2:25][CH2:26][CH2:27][CH3:28])[CH:16]=[CH:17][CH:18]=1)([CH3:9])([CH3:10])[CH3:8]. The catalyst class is: 7. (7) Reactant: [C:1]([C:3]1[CH:8]=[CH:7][C:6]([N:9]2[C:13]([C:14]3[C:15](=[O:33])[N:16]([CH3:32])[C:17](=[O:31])[N:18]([C:21]4[CH:26]=[CH:25][CH:24]=[C:23]([C:27]([F:30])([F:29])[F:28])[CH:22]=4)[C:19]=3[CH3:20])=[C:12]([S:34](Cl)(=[O:36])=[O:35])[CH:11]=[N:10]2)=[CH:5][CH:4]=1)#[N:2].[C:38]1([C@@H:44]([CH2:46][OH:47])[NH2:45])[CH:43]=[CH:42][CH:41]=[CH:40][CH:39]=1.C(N(C(C)C)CC)(C)C. Product: [C:1]([C:3]1[CH:8]=[CH:7][C:6]([N:9]2[C:13]([C:14]3[C:15](=[O:33])[N:16]([CH3:32])[C:17](=[O:31])[N:18]([C:21]4[CH:26]=[CH:25][CH:24]=[C:23]([C:27]([F:30])([F:29])[F:28])[CH:22]=4)[C:19]=3[CH3:20])=[C:12]([S:34]([NH:45][C@@H:44]([C:38]3[CH:43]=[CH:42][CH:41]=[CH:40][CH:39]=3)[CH2:46][OH:47])(=[O:36])=[O:35])[CH:11]=[N:10]2)=[CH:5][CH:4]=1)#[N:2]. The catalyst class is: 22.